This data is from Full USPTO retrosynthesis dataset with 1.9M reactions from patents (1976-2016). The task is: Predict the reactants needed to synthesize the given product. Given the product [Cl:60][C:57]1[CH:56]=[CH:55][C:54]([S:51]([NH:50][CH:46]2[CH2:47][C:48]3[C:49]([CH:32]=[CH:31][C:30]([O:34][C:35]([CH3:38])([CH3:37])[CH3:36])=[O:33])=[CH:40][CH:41]=[C:42]([CH2:61][CH2:62][C:63]([O:65][CH3:66])=[O:64])[C:43]=3[CH2:44][CH2:45]2)(=[O:53])=[O:52])=[CH:59][CH:58]=1, predict the reactants needed to synthesize it. The reactants are: C1(C)C=CC=CC=1P(C1C=CC=CC=1C)C1C=CC=CC=1C.C(N(CC)CC)C.[C:30]([O:34][C:35]([CH3:38])([CH3:37])[CH3:36])(=[O:33])[CH:31]=[CH2:32].Br[C:40]1[CH:41]=[C:42]([CH2:61][CH2:62][C:63]([O:65][CH3:66])=[O:64])[C:43]2[CH2:44][CH2:45][CH:46]([NH:50][S:51]([C:54]3[CH:59]=[CH:58][C:57]([Cl:60])=[CH:56][CH:55]=3)(=[O:53])=[O:52])[CH2:47][C:48]=2[CH:49]=1.